From a dataset of Catalyst prediction with 721,799 reactions and 888 catalyst types from USPTO. Predict which catalyst facilitates the given reaction. (1) Reactant: C(S[S:6][CH2:7][CH:8]([NH:29][C:30]([O:32][CH2:33][CH:34]1[C:46]2[CH:45]=[CH:44][CH:43]=[CH:42][C:41]=2[C:40]2[C:35]1=[CH:36][CH:37]=[CH:38][CH:39]=2)=[O:31])[C:9]([NH:11][CH2:12][CH2:13][CH2:14][CH2:15][CH2:16][C:17]([NH:19][CH:20]([CH2:24][CH2:25][C:26]([OH:28])=[O:27])[C:21]([OH:23])=[O:22])=[O:18])=[O:10])(C)(C)C.C(CCP(CCC(O)=O)CCC(O)=O)(O)=O. Product: [CH:36]1[C:35]2[CH:34]([CH2:33][O:32][C:30]([NH:29][CH:8]([CH2:7][SH:6])[C:9]([NH:11][CH2:12][CH2:13][CH2:14][CH2:15][CH2:16][C:17]([NH:19][CH:20]([CH2:24][CH2:25][C:26]([OH:28])=[O:27])[C:21]([OH:23])=[O:22])=[O:18])=[O:10])=[O:31])[C:46]3[C:41](=[CH:42][CH:43]=[CH:44][CH:45]=3)[C:40]=2[CH:39]=[CH:38][CH:37]=1. The catalyst class is: 90. (2) Reactant: C(OC(=O)[NH:10][CH2:11][C:12]1[CH:17]=[CH:16][C:15]([C:18]2[C:30]3[C:29]4[CH2:28][CH2:27][CH2:26][CH2:25][C:24]=4[C:23](=[O:31])[NH:22][C:21]=3[N:20]([CH3:32])[N:19]=2)=[CH:14][CH:13]=1)C1C=CC=CC=1. Product: [NH2:10][CH2:11][C:12]1[CH:17]=[CH:16][C:15]([C:18]2[C:30]3[C:29]4[CH2:28][CH2:27][CH2:26][CH2:25][C:24]=4[C:23](=[O:31])[NH:22][C:21]=3[N:20]([CH3:32])[N:19]=2)=[CH:14][CH:13]=1. The catalyst class is: 55. (3) Reactant: C([O:8][CH2:9][C@:10]12[S:18](=[O:20])(=[O:19])[N:17]([C:21]3[CH:28]=[CH:27][C:24]([C:25]#[N:26])=[C:23]([C:29]([F:32])([F:31])[F:30])[CH:22]=3)[CH2:16][C@H:15]1[C@@H:14]1[CH2:33][C@H:11]2[CH:12]=[CH:13]1)C1C=CC=CC=1.[H][H]. Product: [OH:8][CH2:9][C@:10]12[S:18](=[O:20])(=[O:19])[N:17]([C:21]3[CH:28]=[CH:27][C:24]([C:25]#[N:26])=[C:23]([C:29]([F:31])([F:32])[F:30])[CH:22]=3)[CH2:16][C@H:15]1[C@@H:14]1[CH2:33][C@H:11]2[CH2:12][CH2:13]1. The catalyst class is: 582. (4) Reactant: [Cl:1][CH2:2][CH2:3][O:4][C:5]1[CH:10]=[CH:9][CH:8]=[CH:7][C:6]=1[N+:11]([O-:13])=[O:12].[C:14]1([S:20](CCl)(=[O:22])=[O:21])[CH:19]=[CH:18][CH:17]=[CH:16][CH:15]=1.[CH3:25]C(C)([O-])C.[K+].Cl. Product: [C:14]1([S:20]([C:7]2[CH:8]=[CH:9][C:10]([CH3:25])=[C:5]([O:4][CH2:3][CH2:2][Cl:1])[C:6]=2[N+:11]([O-:13])=[O:12])(=[O:22])=[O:21])[CH:19]=[CH:18][CH:17]=[CH:16][CH:15]=1. The catalyst class is: 1. (5) Reactant: C([O:8][C:9]1[C:10]([C:38]([NH:40][CH2:41][C:42]([O:44]CC2C=CC=CC=2)=[O:43])=[O:39])=[N:11][C:12]([CH2:16][CH:17]2[CH2:22][CH2:21][N:20]([C:23]3[CH:28]=[CH:27][C:26]([C:29]4[CH:34]=[CH:33][C:32]([CH:35]([OH:37])[CH3:36])=[CH:31][N:30]=4)=[CH:25][CH:24]=3)[CH2:19][CH2:18]2)=[N:13][C:14]=1[CH3:15])C1C=CC=CC=1. Product: [OH:8][C:9]1[C:10]([C:38]([NH:40][CH2:41][C:42]([OH:44])=[O:43])=[O:39])=[N:11][C:12]([CH2:16][CH:17]2[CH2:22][CH2:21][N:20]([C:23]3[CH:28]=[CH:27][C:26]([C:29]4[CH:34]=[CH:33][C:32]([CH:35]([OH:37])[CH3:36])=[CH:31][N:30]=4)=[CH:25][CH:24]=3)[CH2:19][CH2:18]2)=[N:13][C:14]=1[CH3:15]. The catalyst class is: 78. (6) Reactant: [CH:1]1([CH:4]([C:6]2[C:14]3[C:9](=[N:10][CH:11]=[CH:12][CH:13]=3)[N:8]([S:15]([C:18]3[CH:23]=[CH:22][CH:21]=[CH:20][CH:19]=3)(=[O:17])=[O:16])[CH:7]=2)O)[CH2:3][CH2:2]1.C([SiH](CC)CC)C.C(O)(C(F)(F)F)=O. Product: [CH:1]1([CH2:4][C:6]2[C:14]3[C:9](=[N:10][CH:11]=[CH:12][CH:13]=3)[N:8]([S:15]([C:18]3[CH:23]=[CH:22][CH:21]=[CH:20][CH:19]=3)(=[O:17])=[O:16])[CH:7]=2)[CH2:2][CH2:3]1. The catalyst class is: 4. (7) Reactant: Cl.[F:2][CH2:3][CH2:4][NH2:5].[NH:6]1[C:14]2[C:9](=[CH:10][C:11]([NH:15][CH:16]3[CH2:21][CH2:20][CH2:19][N:18]([CH:22]([C:26]4[CH:31]=[CH:30][CH:29]=[CH:28][CH:27]=4)[C:23](O)=[O:24])[CH2:17]3)=[CH:12][CH:13]=2)[CH:8]=[N:7]1.Cl.C(N=C=NCCCN(C)C)C.ON1C2C=CC=CC=2N=N1.CN(C1C=CC=CN=1)C.C(=O)([O-])O.[Na+]. Product: [F:2][CH2:3][CH2:4][NH:5][C:23](=[O:24])[CH:22]([N:18]1[CH2:19][CH2:20][CH2:21][CH:16]([NH:15][C:11]2[CH:10]=[C:9]3[C:14](=[CH:13][CH:12]=2)[NH:6][N:7]=[CH:8]3)[CH2:17]1)[C:26]1[CH:31]=[CH:30][CH:29]=[CH:28][CH:27]=1. The catalyst class is: 9. (8) Reactant: [CH3:1][C:2]([O:5][C:6]([NH:8][C@H:9]([C:18]([OH:20])=O)[CH2:10][C:11]1[CH:16]=[CH:15][C:14]([Br:17])=[CH:13][CH:12]=1)=[O:7])([CH3:4])[CH3:3].[NH2:21][C@@H:22]([CH2:26][CH:27]([CH3:29])[CH3:28])[C:23]([NH2:25])=[O:24].C(Cl)CCl.C1C=CC2N(O)N=NC=2C=1.CN1CCOCC1. Product: [C:23]([C@@H:22]([NH:21][C:18](=[O:20])[C@@H:9]([NH:8][C:6]([O:5][C:2]([CH3:1])([CH3:3])[CH3:4])=[O:7])[CH2:10][C:11]1[CH:12]=[CH:13][C:14]([Br:17])=[CH:15][CH:16]=1)[CH2:26][CH:27]([CH3:29])[CH3:28])(=[O:24])[NH2:25]. The catalyst class is: 4. (9) Reactant: [NH:1]1[C:5]2[CH:6]=[CH:7][CH:8]=[CH:9][C:4]=2[NH:3][C:2]1=[C:10]([C:13]#[N:14])[C:11]#[N:12].Br[CH2:16][CH2:17][CH2:18][O:19][Si:20]([C:23]([CH3:26])([CH3:25])[CH3:24])([CH3:22])[CH3:21].C(=O)([O-])[O-].[K+].[K+]. Product: [Si:20]([O:19][CH2:18][CH2:17][CH2:16][N:1]1[C:5]2[CH:6]=[CH:7][CH:8]=[CH:9][C:4]=2[NH:3][C:2]1=[C:10]([C:13]#[N:14])[C:11]#[N:12])([C:23]([CH3:24])([CH3:25])[CH3:26])([CH3:22])[CH3:21]. The catalyst class is: 3. (10) Reactant: Cl.[C:2]([C:4]1[CH:5]=[C:6]([N:10]2[CH2:15][CH2:14][NH:13][CH2:12][CH2:11]2)[CH:7]=[CH:8][CH:9]=1)#[N:3].CN(C)CCCN=C=NCC.O.ON1C2C=CC=CC=2N=N1.[C:38]1([C:44]2[N:45]=[C:46]3[CH:51]=[CH:50][CH:49]=[CH:48][N:47]3[C:52]=2[C:53](O)=[O:54])[CH:43]=[CH:42][CH:41]=[CH:40][CH:39]=1. Product: [C:2]([C:4]1[CH:5]=[C:6]([N:10]2[CH2:15][CH2:14][N:13]([C:53]([C:52]3[N:47]4[CH:48]=[CH:49][CH:50]=[CH:51][C:46]4=[N:45][C:44]=3[C:38]3[CH:43]=[CH:42][CH:41]=[CH:40][CH:39]=3)=[O:54])[CH2:12][CH2:11]2)[CH:7]=[CH:8][CH:9]=1)#[N:3]. The catalyst class is: 236.